Dataset: Forward reaction prediction with 1.9M reactions from USPTO patents (1976-2016). Task: Predict the product of the given reaction. (1) The product is: [F:17][C:2]([F:1])([F:16])[CH2:3][O:4][CH2:5][C:6]1[O:10][N:9]=[C:8]([C:11]([OH:13])=[O:12])[CH:7]=1. Given the reactants [F:1][C:2]([F:17])([F:16])[CH2:3][O:4][CH2:5][C:6]1[O:10][N:9]=[C:8]([C:11]([O:13]CC)=[O:12])[CH:7]=1.C(O)C.[OH-].[K+], predict the reaction product. (2) Given the reactants [CH2:1]([O:8][C:9]([NH:11][C@@H:12]1[C:15](=[O:16])[N:14](CC2C=CC(OC)=CC=2OC)[C@@H:13]1[CH2:28][N:29]1[N:33]=[C:32]2[CH2:34][N:35]([C:37]([O:39][C:40]([CH3:43])([CH3:42])[CH3:41])=[O:38])[CH2:36][C:31]2=[N:30]1)=[O:10])[C:2]1[CH:7]=[CH:6][CH:5]=[CH:4][CH:3]=1.S(OOS([O-])(=O)=O)([O-])(=O)=O.[K+].[K+].P([O-])([O-])([O-])=O.[K+].[K+].[K+], predict the reaction product. The product is: [CH2:1]([O:8][C:9]([NH:11][C@@H:12]1[C:15](=[O:16])[NH:14][C@@H:13]1[CH2:28][N:29]1[N:30]=[C:31]2[CH2:36][N:35]([C:37]([O:39][C:40]([CH3:43])([CH3:42])[CH3:41])=[O:38])[CH2:34][C:32]2=[N:33]1)=[O:10])[C:2]1[CH:3]=[CH:4][CH:5]=[CH:6][CH:7]=1.